Dataset: Forward reaction prediction with 1.9M reactions from USPTO patents (1976-2016). Task: Predict the product of the given reaction. (1) The product is: [CH3:16][N:15]([CH3:17])[CH2:13][CH2:12][CH2:11][CH2:19][C:18]([OH:21])=[O:20]. Given the reactants C(OCC1C=[C:13]([N:15]([CH3:17])[CH3:16])[CH:12]=[CH:11]C=1)(=O)CCCC.[C:18]([O:21]CC)(=[O:20])[CH3:19], predict the reaction product. (2) Given the reactants [CH3:1][C:2]1([CH3:12])[O:6][C:5](=[CH:7][C:8]([OH:10])=O)[C:4](=[O:11])[O:3]1.[Cl:13][C:14]1[CH:31]=[CH:30][C:17]([CH2:18][CH:19]([NH:28][CH3:29])[CH2:20][C:21]2[CH:26]=[CH:25][C:24]([Cl:27])=[CH:23][CH:22]=2)=[CH:16][CH:15]=1.F[P-](F)(F)(F)(F)F.N1(O[P+](N2CCCC2)(N2CCCC2)N2CCCC2)C2C=CC=CC=2N=N1.C(N(CC)CC)C, predict the reaction product. The product is: [Cl:13][C:14]1[CH:15]=[CH:16][C:17]([CH2:18][CH:19]([N:28]([CH3:29])[C:8](=[O:10])[CH:7]=[C:5]2[C:4](=[O:11])[O:3][C:2]([CH3:1])([CH3:12])[O:6]2)[CH2:20][C:21]2[CH:26]=[CH:25][C:24]([Cl:27])=[CH:23][CH:22]=2)=[CH:30][CH:31]=1. (3) Given the reactants C(OC(=O)[NH:7][CH2:8][CH2:9][N:10]1[C:18]2[C:17]([NH:19][C:20]3[CH:21]=[C:22]4[C:26](=[CH:27][CH:28]=3)[N:25]([CH2:29][C:30]3[CH:35]=[CH:34][CH:33]=[CH:32][N:31]=3)[CH:24]=[CH:23]4)=[N:16][CH:15]=[N:14][C:13]=2[CH:12]=[CH:11]1)(C)(C)C.[ClH:37].CO, predict the reaction product. The product is: [ClH:37].[ClH:37].[ClH:37].[ClH:37].[NH2:7][CH2:8][CH2:9][N:10]1[C:18]2[C:17]([NH:19][C:20]3[CH:21]=[C:22]4[C:26](=[CH:27][CH:28]=3)[N:25]([CH2:29][C:30]3[CH:35]=[CH:34][CH:33]=[CH:32][N:31]=3)[CH:24]=[CH:23]4)=[N:16][CH:15]=[N:14][C:13]=2[CH:12]=[CH:11]1. (4) Given the reactants Cl.[CH3:2][N:3]([CH3:7])[CH2:4][CH2:5]Cl.[OH:8][C:9]1[CH:14]=[CH:13][C:12]([C:15](=[O:17])[CH3:16])=[CH:11][CH:10]=1.C(=O)([O-])[O-].[K+].[K+].Cl, predict the reaction product. The product is: [CH3:2][N:3]([CH3:7])[CH2:4][CH2:5][O:8][C:9]1[CH:14]=[CH:13][C:12]([C:15](=[O:17])[CH3:16])=[CH:11][CH:10]=1. (5) Given the reactants C[O:2][C:3](=[O:38])[CH2:4][C:5]1[CH:13]=[C:12]2[C:8]([C:9]([C:35](=[O:37])[CH3:36])=[CH:10][N:11]2[CH2:14][C:15]([N:17]2[CH2:21][C@H:20]([F:22])[CH2:19][C@H:18]2[C:23](=[O:34])[NH:24][CH2:25][C:26]2[CH:31]=[CH:30][CH:29]=[C:28]([Cl:32])[C:27]=2[F:33])=[O:16])=[CH:7][CH:6]=1.[OH-].[Na+], predict the reaction product. The product is: [C:35]([C:9]1[C:8]2[C:12](=[CH:13][C:5]([CH2:4][C:3]([OH:38])=[O:2])=[CH:6][CH:7]=2)[N:11]([CH2:14][C:15]([N:17]2[CH2:21][C@H:20]([F:22])[CH2:19][C@H:18]2[C:23](=[O:34])[NH:24][CH2:25][C:26]2[CH:31]=[CH:30][CH:29]=[C:28]([Cl:32])[C:27]=2[F:33])=[O:16])[CH:10]=1)(=[O:37])[CH3:36]. (6) Given the reactants [CH:1]1[C:11]2[CH2:10][C:9]3([CH2:15][CH2:14][CH:13]([N:16]4[CH2:21][CH2:20][O:19][CH:18]([C:22]([O:24]CC)=[O:23])[CH2:17]4)[CH2:12]3)[C:8]3[CH:27]=[CH:28][CH:29]=[CH:30][C:7]=3[CH2:6][C:5]=2[CH:4]=[CH:3][CH:2]=1.[Li+].[OH-], predict the reaction product. The product is: [CH:1]1[C:11]2[CH2:10][C:9]3([CH2:15][CH2:14][CH:13]([N:16]4[CH2:21][CH2:20][O:19][CH:18]([C:22]([OH:24])=[O:23])[CH2:17]4)[CH2:12]3)[C:8]3[CH:27]=[CH:28][CH:29]=[CH:30][C:7]=3[CH2:6][C:5]=2[CH:4]=[CH:3][CH:2]=1. (7) Given the reactants Cl[CH2:2][CH2:3][C:4]1[C:9](=[O:10])[N:8]2[N:11]=[C:12]([CH3:14])[S:13][C:7]2=[N:6][C:5]=1[CH3:15].[CH2:16]1[C:28]2[C:27]3[CH:26]=[CH:25][CH:24]=[CH:23][C:22]=3[NH:21][C:20]=2[CH2:19][CH2:18][NH:17]1.C(=O)(O)[O-].[Na+].[I-].[K+], predict the reaction product. The product is: [CH2:16]1[C:28]2[C:27]3[CH:26]=[CH:25][CH:24]=[CH:23][C:22]=3[NH:21][C:20]=2[CH2:19][CH2:18][N:17]1[CH2:2][CH2:3][C:4]1[C:9](=[O:10])[N:8]2[N:11]=[C:12]([CH3:14])[S:13][C:7]2=[N:6][C:5]=1[CH3:15]. (8) The product is: [ClH:30].[CH3:1][N:2]([CH2:3][C:4]1[C:8]2[CH:9]=[CH:10][CH:11]=[CH:12][C:7]=2[O:6][C:5]=1[CH3:13])[C:53](=[O:54])/[CH:52]=[CH:51]/[C:48]1[CH:49]=[N:50][C:44]2[NH:43][C:42](=[O:56])[CH2:41][N:40]([CH2:39][CH2:38][CH2:37][N:31]3[CH2:32][CH2:33][O:34][CH2:35][CH2:36]3)[CH2:46][C:45]=2[CH:47]=1. Given the reactants [CH3:1][NH:2][CH2:3][C:4]1[C:8]2[CH:9]=[CH:10][CH:11]=[CH:12][C:7]=2[O:6][C:5]=1[CH3:13].CNCC1C=CC2C(=CC=CC=2)C=1CCC.[ClH:30].[N:31]1([CH2:37][CH2:38][CH2:39][N:40]2[CH2:46][C:45]3[CH:47]=[C:48](/[CH:51]=[CH:52]/[C:53](O)=[O:54])[CH:49]=[N:50][C:44]=3[NH:43][C:42](=[O:56])[CH2:41]2)[CH2:36][CH2:35][O:34][CH2:33][CH2:32]1.Cl.CN1CC2C=C(/C=C/C(O)=O)C=NC=2NC(=O)C1, predict the reaction product. (9) Given the reactants Br[C:2]1[CH:7]=[CH:6][C:5]([S:8]([N:11]2[CH2:25][CH2:24][C:14]3([O:19][CH2:18][C:17](=[O:20])[N:16]([CH:21]4[CH2:23][CH2:22]4)[CH2:15]3)[CH2:13][CH2:12]2)(=[O:10])=[O:9])=[CH:4][CH:3]=1.[CH3:26][C:27]1([CH3:43])[C:31]([CH3:33])([CH3:32])[O:30][B:29]([B:29]2[O:30][C:31]([CH3:33])([CH3:32])[C:27]([CH3:43])([CH3:26])[O:28]2)[O:28]1.C([O-])(=O)C.[K+], predict the reaction product. The product is: [CH:21]1([N:16]2[CH2:15][C:14]3([CH2:24][CH2:25][N:11]([S:8]([C:5]4[CH:6]=[CH:7][C:2]([B:29]5[O:30][C:31]([CH3:33])([CH3:32])[C:27]([CH3:43])([CH3:26])[O:28]5)=[CH:3][CH:4]=4)(=[O:10])=[O:9])[CH2:12][CH2:13]3)[O:19][CH2:18][C:17]2=[O:20])[CH2:23][CH2:22]1. (10) The product is: [F:17][C:14]1[CH:15]=[C:16]2[C:11]([C:10](/[CH:18]=[CH:19]/[C:20]([N:30]([CH:31]([CH3:33])[CH3:32])[NH:29][C:27](=[O:28])[C:26]3[CH:34]=[CH:35][CH:36]=[C:24]([F:23])[CH:25]=3)=[O:22])=[CH:9][N:8]2[C:6]([O:5][C:1]([CH3:4])([CH3:3])[CH3:2])=[O:7])=[CH:12][CH:13]=1. Given the reactants [C:1]([O:5][C:6]([N:8]1[C:16]2[C:11](=[CH:12][CH:13]=[C:14]([F:17])[CH:15]=2)[C:10]([CH:18]=[CH:19][C:20]([OH:22])=O)=[CH:9]1)=[O:7])([CH3:4])([CH3:3])[CH3:2].[F:23][C:24]1[CH:25]=[C:26]([CH:34]=[CH:35][CH:36]=1)[C:27]([NH:29][NH:30][CH:31]([CH3:33])[CH3:32])=[O:28].CN(C(ON1N=NC2C=CC=NC1=2)=[N+](C)C)C.F[P-](F)(F)(F)(F)F.C(N(CC)C(C)C)(C)C, predict the reaction product.